This data is from Forward reaction prediction with 1.9M reactions from USPTO patents (1976-2016). The task is: Predict the product of the given reaction. (1) Given the reactants [NH2:1][C@@H:2]([C:7]1[CH:12]=[CH:11][C:10]([O:13][CH3:14])=[C:9]([O:15][CH3:16])[CH:8]=1)[CH2:3][C:4]([OH:6])=[O:5].[C:17]([OH:20])(=O)[CH3:18], predict the reaction product. The product is: [CH3:16][O:15][C:9]1[CH:8]=[C:7]([C@H:2]([N:1]2[CH2:9][C:8]3[C:18](=[CH:4][CH:3]=[CH:2][CH:7]=3)[C:17]2=[O:20])[CH2:3][C:4]([OH:6])=[O:5])[CH:12]=[CH:11][C:10]=1[O:13][CH3:14]. (2) Given the reactants [CH3:1][C@@H:2]1[N:7]2[CH:8]=[C:9]([C:24]([OH:26])=[O:25])[C:10]([C:12]3=[CH:13][C:14]([F:23])=[C:15]([N:16]4[CH2:21][CH2:20][N:19]([CH3:22])[CH2:18][CH2:17]4)[C:5](=[C:6]23)[O:4][CH2:3]1)=[O:11].[CH3:1][C@@H:2]1[N:7]2[CH:8]=[C:9]([C:24]([OH:26])=[O:25])[C:10]([C:12]3=[CH:13][C:14]([F:23])=[C:15]([N:16]4[CH2:21][CH2:20][N:19]([CH3:22])[CH2:18][CH2:17]4)[C:5](=[C:6]23)[O:4][CH2:3]1)=[O:11].O.OCC(CO)O, predict the reaction product. The product is: [CH3:1][C@@H:2]1[N:7]2[C:6]3[C:12]([C:10]([C:9]([C:24]([OH:26])=[O:25])=[CH:8]2)=[O:11])=[CH:13][C:14]([F:23])=[C:15]([N:16]2[CH2:17][CH2:18][N:19]([CH3:22])[CH2:20][CH2:21]2)[C:5]=3[O:4][CH2:3]1. (3) Given the reactants [OH:1][C:2]1[CH:11]=[CH:10][C:5]2[CH2:6][O:7][B:8]([OH:9])[C:4]=2[CH:3]=1.[H-].[Na+].Br[CH:15]([CH3:17])[CH3:16].Cl, predict the reaction product. The product is: [CH:15]([O:1][C:2]1[CH:11]=[CH:10][C:5]2[CH2:6][O:7][B:8]([OH:9])[C:4]=2[CH:3]=1)([CH3:17])[CH3:16]. (4) Given the reactants [CH2:1]([N:4]1[C:16]2[C:15]3[CH:14]=[CH:13][CH:12]=[CH:11][C:10]=3[N:9]=[C:8]([Cl:17])[C:7]=2[N:6]=[C:5]1[CH2:18][O:19][CH2:20][CH3:21])[CH:2]=[CH2:3].Cl.[CH3:23][NH:24][OH:25].[C:26](=O)(O)[O-].[Na+].C=O, predict the reaction product. The product is: [Cl:17][C:8]1[C:7]2[N:6]=[C:5]([CH2:18][O:19][CH2:20][CH3:21])[N:4]([CH2:1][CH:2]3[O:25][N:24]([CH3:26])[CH2:23][CH2:3]3)[C:16]=2[C:15]2[CH:14]=[CH:13][CH:12]=[CH:11][C:10]=2[N:9]=1. (5) Given the reactants [F:1][C:2]1[C:7]([F:8])=[CH:6][CH:5]=[CH:4][C:3]=1[C:9](=[O:11])[CH3:10].[N].[N+:13]([O-])([OH:15])=[O:14].C(OCC)(=O)C, predict the reaction product. The product is: [F:1][C:2]1[C:7]([F:8])=[CH:6][C:5]([N+:13]([O-:15])=[O:14])=[CH:4][C:3]=1[C:9](=[O:11])[CH3:10]. (6) Given the reactants [Cl:1][C:2]1[C:7]([O:8][CH3:9])=[CH:6][C:5]([O:10][CH3:11])=[C:4]([Cl:12])[C:3]=1[C:13]1[C:28](=[O:29])[N:27]([CH2:30][CH2:31][O:32][CH:33]2[CH2:38][CH2:37][N:36](C(OC(C)(C)C)=O)[CH2:35][CH2:34]2)[C:16]2[N:17]=[C:18]([NH:21][CH2:22][C:23]([OH:26])([CH3:25])[CH3:24])[N:19]=[CH:20][C:15]=2[CH:14]=1.C(O)(C(F)(F)F)=O, predict the reaction product. The product is: [Cl:12][C:4]1[C:5]([O:10][CH3:11])=[CH:6][C:7]([O:8][CH3:9])=[C:2]([Cl:1])[C:3]=1[C:13]1[C:28](=[O:29])[N:27]([CH2:30][CH2:31][O:32][CH:33]2[CH2:34][CH2:35][NH:36][CH2:37][CH2:38]2)[C:16]2[N:17]=[C:18]([NH:21][CH2:22][C:23]([OH:26])([CH3:24])[CH3:25])[N:19]=[CH:20][C:15]=2[CH:14]=1. (7) The product is: [C:12]([C:9]1[CH:10]=[C:11]2[C:6](=[CH:7][C:8]=1[O:14][CH2:15][CH2:16][CH2:17][N:18]1[CH2:23][CH2:22][S:21](=[O:25])(=[O:24])[CH2:20][CH2:19]1)[N:5]=[CH:4][CH:3]=[C:2]2[O:37][C:32]1[CH:33]=[C:34]2[C:29](=[CH:30][CH:31]=1)[NH:28][C:27]([CH3:26])=[C:35]2[CH3:36])#[N:13]. Given the reactants Cl[C:2]1[C:11]2[C:6](=[CH:7][C:8]([O:14][CH2:15][CH2:16][CH2:17][N:18]3[CH2:23][CH2:22][S:21](=[O:25])(=[O:24])[CH2:20][CH2:19]3)=[C:9]([C:12]#[N:13])[CH:10]=2)[N:5]=[CH:4][CH:3]=1.[CH3:26][C:27]1[NH:28][C:29]2[C:34]([C:35]=1[CH3:36])=[CH:33][C:32]([OH:37])=[CH:31][CH:30]=2, predict the reaction product.